This data is from Full USPTO retrosynthesis dataset with 1.9M reactions from patents (1976-2016). The task is: Predict the reactants needed to synthesize the given product. (1) Given the product [CH3:9][C:10]1([CH3:15])[O:7][CH:2]([CH2:3][CH2:4][CH2:5][OH:6])[CH2:1][O:8]1, predict the reactants needed to synthesize it. The reactants are: [CH2:1]([OH:8])[CH:2]([OH:7])[CH2:3][CH2:4][CH2:5][OH:6].[CH3:9][C:10]1C=CC(S(O)(=O)=O)=C[CH:15]=1. (2) Given the product [Br:1][C:2]1[CH:3]=[C:4]([C:9]([O:11][CH3:12])=[O:10])[CH:5]=[N:6][C:7]=1[CH3:13], predict the reactants needed to synthesize it. The reactants are: [Br:1][C:2]1[CH:3]=[C:4]([C:9]([O:11][CH3:12])=[O:10])[CH:5]=[N:6][C:7]=1I.[CH3:13]B1OB(C)OB(C)O1.C(Cl)Cl.C(=O)([O-])[O-].[K+].[K+]. (3) Given the product [OH:35][CH2:28][CH2:27][C:24]1[CH:25]=[CH:26][C:21]([C@@H:19]([N:15]2[CH2:14][CH2:13][C@:12]([CH2:11][CH2:10][CH2:9][OH:8])([C:29]3[CH:34]=[CH:33][CH:32]=[CH:31][CH:30]=3)[O:17][C:16]2=[O:18])[CH3:20])=[CH:22][CH:23]=1, predict the reactants needed to synthesize it. The reactants are: [Si]([O:8][CH2:9][CH2:10][CH2:11][C@@:12]1([C:29]2[CH:34]=[CH:33][CH:32]=[CH:31][CH:30]=2)[O:17][C:16](=[O:18])[N:15]([C@H:19]([C:21]2[CH:26]=[CH:25][C:24]([CH:27]=[CH2:28])=[CH:23][CH:22]=2)[CH3:20])[CH2:14][CH2:13]1)(C(C)(C)C)(C)C.[OH2:35].[OH-].[Na+].OO. (4) Given the product [Cl:18][C:19]1[S:23][C:22](/[CH:24]=[CH:25]/[S:26]([N:29]2[CH2:34][CH2:33][N:32]([C:15]([CH:12]3[CH2:11][CH2:10][N:9]([C:4]4[CH:5]=[CH:6][C:7](=[O:8])[N:2]([CH3:1])[N:3]=4)[CH2:14][CH2:13]3)=[O:17])[CH2:31][CH2:30]2)(=[O:28])=[O:27])=[CH:21][CH:20]=1, predict the reactants needed to synthesize it. The reactants are: [CH3:1][N:2]1[C:7](=[O:8])[CH:6]=[CH:5][C:4]([N:9]2[CH2:14][CH2:13][CH:12]([C:15]([OH:17])=O)[CH2:11][CH2:10]2)=[N:3]1.[Cl:18][C:19]1[S:23][C:22](/[CH:24]=[CH:25]/[S:26]([N:29]2[CH2:34][CH2:33][NH:32][CH2:31][CH2:30]2)(=[O:28])=[O:27])=[CH:21][CH:20]=1.CN(C)C=O.C(OCC)(=O)C. (5) Given the product [Cl:15][C:16]1[CH:21]=[CH:20][C:19]([C:2]2[C:3](=[O:14])[N:4]([CH2:12][CH3:13])[C:5]3[C:10]([N:11]=2)=[CH:9][CH:8]=[CH:7][CH:6]=3)=[CH:18][CH:17]=1, predict the reactants needed to synthesize it. The reactants are: Br[C:2]1[C:3](=[O:14])[N:4]([CH2:12][CH3:13])[C:5]2[C:10]([N:11]=1)=[CH:9][CH:8]=[CH:7][CH:6]=2.[Cl:15][C:16]1[CH:21]=[CH:20][C:19](B(O)O)=[CH:18][CH:17]=1.C(=O)([O-])[O-].[Na+].[Na+].O. (6) Given the product [NH2:1][C:2]1[CH:3]=[N:4][CH:5]=[CH:6][C:7]=1/[CH:40]=[CH:39]/[C:38]([O:42][CH2:43][CH3:44])=[O:41], predict the reactants needed to synthesize it. The reactants are: [NH2:1][C:2]1[CH:3]=[N:4][CH:5]=[CH:6][C:7]=1Br.C1(C)C=CC=CC=1P(C1C=CC=CC=1C)C1C=CC=CC=1C.C(N(CC)CC)C.[C:38]([O:42][CH2:43][CH3:44])(=[O:41])[CH:39]=[CH2:40]. (7) Given the product [O:12]=[C:10]1[NH:9][C:8](=[O:13])[CH:7]([CH2:6][C:5]2[CH:14]=[CH:15][C:2]([O:1][C:17]3[CH:24]=[CH:23][C:20]([CH:21]=[O:22])=[CH:19][CH:18]=3)=[CH:3][CH:4]=2)[S:11]1, predict the reactants needed to synthesize it. The reactants are: [OH:1][C:2]1[CH:15]=[CH:14][C:5]([CH2:6][CH:7]2[S:11][C:10](=[O:12])[NH:9][C:8]2=[O:13])=[CH:4][CH:3]=1.F[C:17]1[CH:24]=[CH:23][C:20]([CH:21]=[O:22])=[CH:19][CH:18]=1.C([O-])([O-])=O.[Cs+].[Cs+].C(O)(=O)CC(CC(O)=O)(C(O)=O)O.